Dataset: Reaction yield outcomes from USPTO patents with 853,638 reactions. Task: Predict the reaction yield, written as a fraction of the theoretical maximum amount of product (1.0 means a 100% yield; for example, 0.34 means a 34% yield). (1) The yield is 0.620. The product is [F:1][C:2]1[C:10]([O:11][C:12]2[C:21]3[C:16](=[CH:17][C:18]([O:24][CH2:25][C@H:26]4[CH2:30][CH2:29][CH2:28][NH:27]4)=[C:19]([O:22][CH3:23])[CH:20]=3)[N:15]=[CH:14][N:13]=2)=[CH:9][CH:8]=[C:7]2[C:3]=1[CH:4]=[C:5]([CH3:38])[NH:6]2. The reactants are [F:1][C:2]1[C:10]([O:11][C:12]2[C:21]3[C:16](=[CH:17][C:18]([O:24][CH2:25][C@H:26]4[CH2:30][CH2:29][CH2:28][N:27]4C(OC(C)(C)C)=O)=[C:19]([O:22][CH3:23])[CH:20]=3)[N:15]=[CH:14][N:13]=2)=[CH:9][CH:8]=[C:7]2[C:3]=1[CH:4]=[C:5]([CH3:38])[NH:6]2.Cl. The catalyst is O1CCOCC1.CO. (2) The yield is 0.560. The product is [CH:21]([C:23]1[CH:30]=[CH:29][C:26]([CH2:27][CH2:8][C:7](=[O:9])[CH2:6][C:3](=[O:5])[CH3:4])=[CH:25][CH:24]=1)=[CH2:22]. The reactants are [H-].[Na+].[C:3]([CH2:6][C:7](=[O:9])[CH3:8])(=[O:5])[CH3:4].CCCCCC.C([Li])CCC.[CH:21]([C:23]1[CH:30]=[CH:29][C:26]([CH2:27]Cl)=[CH:25][CH:24]=1)=[CH2:22].Cl. The catalyst is CCCCCC.ClCCl.O.CN(C)P(=O)(N(C)C)N(C)C.O1CCCC1. (3) The catalyst is O1CCCC1.ClCCl.C(O)C. The product is [Cl:1][C:2]1[CH:3]=[C:4]([CH:20]=[CH:21][C:22]=1[N:59]1[CH2:60][CH2:61][CH2:64][C@@H:62]1[CH2:63][C:37]([NH:35][CH3:34])=[O:41])[C:5]([NH:7][C@H:8]([C:10]1[NH:14][C:13]2[CH:15]=[CH:16][C:17]([Cl:19])=[CH:18][C:12]=2[N:11]=1)[CH3:9])=[O:6]. The reactants are [Cl:1][C:2]1[CH:3]=[C:4]([CH:20]=[CH:21][C:22]=1C(N1CCC[C@@H]1CC(O)=O)=O)[C:5]([NH:7][C@H:8]([C:10]1[NH:14][C:13]2[CH:15]=[CH:16][C:17]([Cl:19])=[CH:18][C:12]=2[N:11]=1)[CH3:9])=[O:6].[CH3:34][N:35]([C:37]([O:41]N1N=NC2C=CC=CC1=2)=[N+](C)C)C.[B-](F)(F)(F)F.C([N:59]([CH:62]([CH3:64])[CH3:63])[CH2:60][CH3:61])(C)C.CN.ClCl. The yield is 0.600. (4) The reactants are [NH:1]1[C:5]([NH2:6])=[CH:4][CH:3]=[N:2]1.O.[N+:8]([CH:11]([CH:14]=O)[CH:12]=O)([O-:10])=[O:9].[Na].O. The yield is 0.840. The product is [N+:8]([C:11]1[CH:12]=[C:4]2[CH:3]=[N:2][NH:1][C:5]2=[N:6][CH:14]=1)([O-:10])=[O:9]. The catalyst is C(O)(=O)C. (5) The reactants are N12CCCN=C1CCCCC2.Cl.[NH2:13][CH2:14][C:15]1[CH:23]=[CH:22][CH:21]=[C:20]2[C:16]=1[C:17](=[O:33])[N:18]([CH:25]1[CH2:30][CH2:29][C:28](=[O:31])[NH:27][C:26]1=[O:32])[C:19]2=[O:24].[CH:34]1([C:39](Cl)=[O:40])[CH2:38][CH2:37][CH2:36][CH2:35]1. The catalyst is CC#N. The product is [O:32]=[C:26]1[CH:25]([N:18]2[C:17](=[O:33])[C:16]3[C:20](=[CH:21][CH:22]=[CH:23][C:15]=3[CH2:14][NH:13][C:39]([CH:34]3[CH2:38][CH2:37][CH2:36][CH2:35]3)=[O:40])[C:19]2=[O:24])[CH2:30][CH2:29][C:28](=[O:31])[NH:27]1. The yield is 0.830. (6) The reactants are Cl.[NH2:2][OH:3].[Cl:4][C:5]1[CH:6]=[C:7]([CH:15]([CH2:25][CH:26]2[CH2:31][CH2:30][C:29](=O)[CH2:28][CH2:27]2)[C:16]([NH:18][C:19]2[CH:24]=[N:23][CH:22]=[CH:21][N:20]=2)=[O:17])[CH:8]=[CH:9][C:10]=1[S:11]([CH3:14])(=[O:13])=[O:12]. The catalyst is CO.N1C=CC=CC=1. The product is [Cl:4][C:5]1[CH:6]=[C:7]([CH:15]([CH2:25][CH:26]2[CH2:31][CH2:30][C:29](=[N:2][OH:3])[CH2:28][CH2:27]2)[C:16]([NH:18][C:19]2[CH:24]=[N:23][CH:22]=[CH:21][N:20]=2)=[O:17])[CH:8]=[CH:9][C:10]=1[S:11]([CH3:14])(=[O:13])=[O:12]. The yield is 0.800. (7) The reactants are C(N(CC)CC)C.[CH2:8]([O:12][C:13]1[CH:18]=[CH:17][C:16]([S:19](Cl)(=[O:21])=[O:20])=[CH:15][CH:14]=1)[C:9]#[C:10][CH3:11].[NH2:23][CH2:24][C:25]([N:34]1[CH2:39][CH2:38][N:37]([C:40]([O:42][C:43]([CH3:46])([CH3:45])[CH3:44])=[O:41])[CH2:36][CH2:35]1)([C:30]([O:32][CH3:33])=[O:31])[C:26]([O:28][CH3:29])=[O:27]. The catalyst is ClCCl. The product is [C:43]([O:42][C:40]([N:37]1[CH2:38][CH2:39][N:34]([C:25]([CH2:24][NH:23][S:19]([C:16]2[CH:17]=[CH:18][C:13]([O:12][CH2:8][C:9]#[C:10][CH3:11])=[CH:14][CH:15]=2)(=[O:21])=[O:20])([C:30]([O:32][CH3:33])=[O:31])[C:26]([O:28][CH3:29])=[O:27])[CH2:35][CH2:36]1)=[O:41])([CH3:45])([CH3:46])[CH3:44]. The yield is 0.510. (8) The reactants are I[C:2]1[C:3](=[O:21])[C:4]2[C:9]([O:10][C:11]=1[C:12]1[CH:17]=[CH:16][CH:15]=[CH:14][CH:13]=1)=[C:8]1[NH:18][N:19]=[CH:20][C:7]1=[CH:6][CH:5]=2.[C:22]([O:26][C:27](=[O:48])[NH:28][C:29]1([C:33]2[CH:38]=[CH:37][C:36](B3OC(C)(C)C(C)(C)O3)=[CH:35][CH:34]=2)[CH2:32][CH2:31][CH2:30]1)([CH3:25])([CH3:24])[CH3:23].C(=O)([O-])[O-].[Na+].[Na+]. The catalyst is C1C=CC([P]([Pd]([P](C2C=CC=CC=2)(C2C=CC=CC=2)C2C=CC=CC=2)([P](C2C=CC=CC=2)(C2C=CC=CC=2)C2C=CC=CC=2)[P](C2C=CC=CC=2)(C2C=CC=CC=2)C2C=CC=CC=2)(C2C=CC=CC=2)C2C=CC=CC=2)=CC=1.COCCOC. The product is [C:22]([O:26][C:27](=[O:48])[NH:28][C:29]1([C:33]2[CH:38]=[CH:37][C:36]([C:2]3[C:3](=[O:21])[C:4]4[C:9]([O:10][C:11]=3[C:12]3[CH:17]=[CH:16][CH:15]=[CH:14][CH:13]=3)=[C:8]3[NH:18][N:19]=[CH:20][C:7]3=[CH:6][CH:5]=4)=[CH:35][CH:34]=2)[CH2:30][CH2:31][CH2:32]1)([CH3:24])([CH3:25])[CH3:23]. The yield is 0.420.